The task is: Predict the reactants needed to synthesize the given product.. This data is from Full USPTO retrosynthesis dataset with 1.9M reactions from patents (1976-2016). (1) Given the product [CH3:1][N:2]([CH3:11])[C:3]1[CH:4]=[C:5]([NH:6][CH2:20][CH2:21][CH2:22][CH2:23][C:24]#[N:25])[CH:7]=[CH:8][C:9]=1[CH3:10], predict the reactants needed to synthesize it. The reactants are: [CH3:1][N:2]([CH3:11])[C:3]1[CH:4]=[C:5]([CH:7]=[CH:8][C:9]=1[CH3:10])[NH2:6].C(N(CC)CC)C.Br[CH2:20][CH2:21][CH2:22][CH2:23][C:24]#[N:25]. (2) Given the product [S:1]1[CH:5]=[CH:4][CH:3]=[C:2]1[C:6]1[C:8]2[C:9](=[CH:14][CH:15]=[CH:16][CH:17]=2)[C:10](=[O:11])[NH:20][N:19]=1, predict the reactants needed to synthesize it. The reactants are: [S:1]1[CH:5]=[CH:4][CH:3]=[C:2]1[C:6]([C:8]1[CH:17]=[CH:16][CH:15]=[CH:14][C:9]=1[C:10](OC)=[O:11])=O.O.[NH2:19][NH2:20].